This data is from Experimentally validated miRNA-target interactions with 360,000+ pairs, plus equal number of negative samples. The task is: Binary Classification. Given a miRNA mature sequence and a target amino acid sequence, predict their likelihood of interaction. (1) The miRNA is mmu-miR-7026-5p with sequence UUCUGAGACCAUGGGGUAUAU. The protein sequence of the target gene is MNLAANRAPGRRRLPLPSPSLCQLLRVWGLLSLLPGSARVQAAEQRQVFQVMEEQPPGTLVGTIPTRPGFTYRLSESHALFAINSSTGALYTTATIDRESLPSDVVNLVVLSSSPTYPTEVRVLVRDLNDNAPVFPDPSIVVTFKEDSGSGRQVILDTATDSDIGSNGVDHHSYRIVSGNEAGRFRLDITLNPSGEGAFLHLVSKGGLDREVTPQYQLLVEVEDKGEPKRRGYLQVNVTVQDINDNPPVFGSSHYQAGVPEDAVVGSSVLQVAAADADEGTNADIRYRLQDEGTPFQMDP.... Result: 0 (no interaction). (2) The miRNA is hsa-miR-26a-5p with sequence UUCAAGUAAUCCAGGAUAGGCU. The protein sequence of the target gene is MWVTKLLPALLLQHVLLHLLLLPIAIPYAEGQRKRRNTIHEFKKSAKTTLIKIDPALKIKTKKVNTADQCANRCTRNKGLPFTCKAFVFDKARKQCLWFPFNSMSSGVKKEFGHEFDLYENKDYIRNCIIGKGRSYKGTVSITKSGIKCQPWSSMIPHEHSFLPSSYRGKDLQENYCRNPRGEEGGPWCFTSNPEVRYEVCDIPQCSEVECMTCNGESYRGLMDHTESGKICQRWDHQTPHRHKFLPERYPDKGFDDNYCRNPDGQPRPWCYTLDPHTRWEYCAIKTCADNTMNDTDVPL.... Result: 1 (interaction). (3) The miRNA is bta-miR-205 with sequence UCCUUCAUUCCACCGGAGUCUG. The protein sequence of the target gene is MSTTLLSPFYDIDFLCKTEKSLANLNLNNMLDKKAVGTPVAAAPSSSFTPGFLRRHSASNLHALAHPVPSPGSCSPKFPGAPNGGGSSCGPAGGGGLASYGQLKEPSGGSGTALVTKESKFRDRSFSENGERSQHLLHLQQQQKGGSGSQINSTRYKTELCRPFEESGTCKYGEKCQFAHGFHELRSLTRHPKYKTELCRTFHTIGFCPYGPRCHFIHNADERRPAPSGGGGASGDLRAFGARDALHLGFAREPRPKLHHSLSFSGFPSGHHQPPGGLESPLLLDSPTSRTPPPPSSSAS.... Result: 0 (no interaction). (4) The miRNA is hsa-miR-1260a with sequence AUCCCACCUCUGCCACCA. The protein sequence of the target gene is MAYYQEPSVETSIIKFKDQDFTTLRDHCLSMGRTFKDETFPAADSSIGQKLLQEKRLSNVIWKRPQDLPGGPPHFILDDISRFDIQQGGAADCWFLAALGSLTQNPQYRQKILMVQSFSHQYAGIFRFRFWQCGQWVEVVIDDRLPVQGDKCLFVRPRHQNQEFWPCLLEKAYAKLLGSYSDLHYGFLEDALVDLTGGVITNIHLHSSPVDLVKAVKTATKAGSLITCATPSGPTDTAQAMENGLVSLHAYTVTGAEQIQYRRGWEEIISLWNPWGWGEAEWRGRWSDGSQEWEETCDPR.... Result: 1 (interaction). (5) The miRNA is hsa-miR-6854-5p with sequence AAGCUCAGGUUUGAGAACUGCUGA. The protein sequence of the target gene is MRLPRRVEDAAELRKNLKPLLEKRRRARINESLSQLKGLVLPLLGAETSRSSKLEKADILEMTVRFLQEQPATLYSSAAPGPLNSYLEGYRACLARLARVLPACSVLEPAVSARLLEHLRQRTVSDDSPSLTLPPAPAPAPSPPVPPPGSSGLWRPW. Result: 0 (no interaction). (6) The miRNA is hsa-miR-1972 with sequence UCAGGCCAGGCACAGUGGCUCA. The protein sequence of the target gene is MKAVKSERERGSRRRHRDGDVVLPAGVVVKQERLSPEVAPPAHRRPDHSGGSPSPPTSEPARSGHRGNRARGVSRSPPKKKNKASGRRSKSPRSKRNRSPHHSTVKVKQEREDHPRRGREDRQHREPSEQEHRRARNSDRDRHRGHSHQRRTSNERPGSGQGQGRDRDTQNLQAQEEEREFYNARRREHRQRNDVGGGGSESQELVPRPGGNNKEKEVPAKEKPSFELSGALLEDTNTFRGVVIKYSEPPEARIPKKRWRLYPFKNDEVLPVMYIHRQSAYLLGRHRRIADIPIDHPSCS.... Result: 1 (interaction).